Dataset: Catalyst prediction with 721,799 reactions and 888 catalyst types from USPTO. Task: Predict which catalyst facilitates the given reaction. (1) Reactant: [C:1]1([NH:7][C:8]2[CH:13]=[C:12]([C:14]3[N:15]=[C:16]([NH:23][C@@H:24]4[CH2:28][CH2:27][NH:26][CH2:25]4)[C:17]4[S:22][CH:21]=[CH:20][C:18]=4[N:19]=3)[CH:11]=[CH:10][N:9]=2)[CH:6]=[CH:5][CH:4]=[CH:3][CH:2]=1.I[CH2:30][C:31]([NH2:33])=[O:32].C(=O)([O-])[O-].[Cs+].[Cs+]. Product: [C:1]1([NH:7][C:8]2[CH:13]=[C:12]([C:14]3[N:15]=[C:16]([NH:23][C@@H:24]4[CH2:28][CH2:27][N:26]([CH2:30][C:31]([NH2:33])=[O:32])[CH2:25]4)[C:17]4[S:22][CH:21]=[CH:20][C:18]=4[N:19]=3)[CH:11]=[CH:10][N:9]=2)[CH:6]=[CH:5][CH:4]=[CH:3][CH:2]=1. The catalyst class is: 10. (2) Reactant: [Cl:1][C:2]1[CH:3]=[C:4]([NH:8][C:9]2[CH:14]=[C:13]([NH:15][C:16]3[CH:17]=[C:18]([CH:22]=[CH:23][CH:24]=3)[C:19](O)=[O:20])[N:12]3[N:25]=[CH:26][C:27]([CH:28]=[C:29]4[C:33](=[O:34])[NH:32][C:31](=[O:35])[NH:30]4)=[C:11]3[N:10]=2)[CH:5]=[CH:6][CH:7]=1.C1C=CC2N(O)N=NC=2C=1.C(N(CC)CC)C.[N:53]1([C:59]([O:61][C:62]([CH3:65])([CH3:64])[CH3:63])=[O:60])[CH2:58][CH2:57][NH:56][CH2:55][CH2:54]1.C(Cl)CCl. Product: [Cl:1][C:2]1[CH:3]=[C:4]([NH:8][C:9]2[CH:14]=[C:13]([NH:15][C:16]3[CH:17]=[C:18]([CH:22]=[CH:23][CH:24]=3)[C:19]([N:56]3[CH2:55][CH2:54][N:53]([C:59]([O:61][C:62]([CH3:65])([CH3:64])[CH3:63])=[O:60])[CH2:58][CH2:57]3)=[O:20])[N:12]3[N:25]=[CH:26][C:27]([CH:28]=[C:29]4[C:33](=[O:34])[NH:32][C:31](=[O:35])[NH:30]4)=[C:11]3[N:10]=2)[CH:5]=[CH:6][CH:7]=1. The catalyst class is: 136. (3) Reactant: N#N.[CH3:3][C:4]1([C:9]2[S:10][C:11]([CH2:14][N:15]3[N:19]=[C:18]([N+:20]([O-])=O)[CH:17]=[N:16]3)=[CH:12][N:13]=2)[O:8][CH2:7][CH2:6][O:5]1.[NH4+].[Cl-]. Product: [CH3:3][C:4]1([C:9]2[S:10][C:11]([CH2:14][N:15]3[N:19]=[C:18]([NH2:20])[CH:17]=[N:16]3)=[CH:12][N:13]=2)[O:5][CH2:6][CH2:7][O:8]1. The catalyst class is: 314.